Dataset: Forward reaction prediction with 1.9M reactions from USPTO patents (1976-2016). Task: Predict the product of the given reaction. (1) The product is: [Si:1]([O:18][CH2:19][C@H:20]1[O:21][C:22](=[O:25])[CH2:23][CH2:24]1)([C:14]([CH3:17])([CH3:15])[CH3:16])([C:8]1[CH:13]=[CH:12][CH:11]=[CH:10][CH:9]=1)[C:2]1[CH:7]=[CH:6][CH:5]=[CH:4][CH:3]=1. Given the reactants [Si:1]([O:18][CH2:19][C@@H:20]1[CH:24]=[CH:23][C:22](=[O:25])[O:21]1)([C:14]([CH3:17])([CH3:16])[CH3:15])([C:8]1[CH:13]=[CH:12][CH:11]=[CH:10][CH:9]=1)[C:2]1[CH:7]=[CH:6][CH:5]=[CH:4][CH:3]=1, predict the reaction product. (2) Given the reactants [Br:1][C:2]1[CH:7]=[CH:6][C:5]([C:8](=[O:16])[CH2:9][C:10]2[CH:15]=[CH:14][CH:13]=[CH:12][CH:11]=2)=[CH:4][CH:3]=1.[CH2:17](O)[CH2:18][OH:19].CC1C=CC(S(O)(=O)=O)=CC=1, predict the reaction product. The product is: [CH2:9]([C:8]1([C:5]2[CH:4]=[CH:3][C:2]([Br:1])=[CH:7][CH:6]=2)[O:19][CH2:18][CH2:17][O:16]1)[C:10]1[CH:11]=[CH:12][CH:13]=[CH:14][CH:15]=1. (3) The product is: [F:1][C:2]1[C:3]([CH3:11])=[C:4]([CH:7]=[CH:8][C:9]=1[F:10])[CH2:5][NH2:6]. Given the reactants [F:1][C:2]1[C:3]([CH3:11])=[C:4]([CH:7]=[CH:8][C:9]=1[F:10])[C:5]#[N:6].[H-].[Al+3].[Li+].[H-].[H-].[H-].O, predict the reaction product. (4) Given the reactants CN(C(ON1N=NC2C=CC=CC1=2)=[N+](C)C)C.[B-](F)(F)(F)F.C(N(CC)CC)C.[NH2:30][C:31]1[C:36]([C:37]([OH:39])=O)=[CH:35][C:34]([Br:40])=[CH:33][N:32]=1.[C:41]([NH:49][NH2:50])(=[O:48])[C:42]1[CH:47]=[CH:46][CH:45]=[CH:44][CH:43]=1, predict the reaction product. The product is: [NH2:30][C:31]1[C:36]([C:37]([NH:50][NH:49][C:41]([C:42]2[CH:47]=[CH:46][CH:45]=[CH:44][CH:43]=2)=[O:48])=[O:39])=[CH:35][C:34]([Br:40])=[CH:33][N:32]=1. (5) Given the reactants CN(C)CCO.C([Li])CCC.[Cl:12][C:13]1[C:18]([CH3:19])=[CH:17][CH:16]=[CH:15][N:14]=1.[I:20]I, predict the reaction product. The product is: [Cl:12][C:13]1[C:18]([CH3:19])=[CH:17][CH:16]=[C:15]([I:20])[N:14]=1. (6) Given the reactants [C:1]([O:5][C:6](=[O:19])[C:7]([S:10][C:11]1[S:12][CH:13]=[C:14]([CH2:16][CH2:17][OH:18])[N:15]=1)([CH3:9])[CH3:8])([CH3:4])([CH3:3])[CH3:2].[Cl:20][C:21]1[N:22]=[N:23][C:24](Cl)=[CH:25][CH:26]=1.CC(C)([O-])C.[K+].O, predict the reaction product. The product is: [C:1]([O:5][C:6](=[O:19])[C:7]([S:10][C:11]1[S:12][CH:13]=[C:14]([CH2:16][CH2:17][O:18][C:24]2[N:23]=[N:22][C:21]([Cl:20])=[CH:26][CH:25]=2)[N:15]=1)([CH3:9])[CH3:8])([CH3:2])([CH3:4])[CH3:3].